Dataset: Catalyst prediction with 721,799 reactions and 888 catalyst types from USPTO. Task: Predict which catalyst facilitates the given reaction. (1) Reactant: [N:1]1[CH:6]=[CH:5][CH:4]=[C:3]([N:7]2[CH:11]=[C:10]([C:12]3[N:17]=[C:16]([NH2:18])[CH:15]=[CH:14][CH:13]=3)[CH:9]=[N:8]2)[CH:2]=1.CN1CCOCC1.[CH3:26][S:27](Cl)(=[O:29])=[O:28]. Product: [N:1]1[CH:6]=[CH:5][CH:4]=[C:3]([N:7]2[CH:11]=[C:10]([C:12]3[N:17]=[C:16]([NH:18][S:27]([CH3:26])(=[O:29])=[O:28])[CH:15]=[CH:14][CH:13]=3)[CH:9]=[N:8]2)[CH:2]=1. The catalyst class is: 4. (2) Reactant: [Si]([O:18][CH2:19][CH2:20][N:21]([CH2:29][CH2:30][CH:31]([S:40]([C:43]1[CH:48]=[CH:47][C:46]([Cl:49])=[CH:45][CH:44]=1)(=[O:42])=[O:41])[C:32]1[CH:37]=[C:36]([F:38])[CH:35]=[CH:34][C:33]=1[F:39])[C:22](=[O:28])[O:23][C:24]([CH3:27])([CH3:26])[CH3:25])(C(C)(C)C)(C1C=CC=CC=1)C1C=CC=CC=1.[F-].C([N+](CCCC)(CCCC)CCCC)CCC.O.C(OCC)(=O)C. Product: [Cl:49][C:46]1[CH:45]=[CH:44][C:43]([S:40]([CH:31]([C:32]2[CH:37]=[C:36]([F:38])[CH:35]=[CH:34][C:33]=2[F:39])[CH2:30][CH2:29][N:21]([CH2:20][CH2:19][OH:18])[C:22](=[O:28])[O:23][C:24]([CH3:27])([CH3:26])[CH3:25])(=[O:42])=[O:41])=[CH:48][CH:47]=1. The catalyst class is: 7. (3) Reactant: [Br:1][C:2]1[CH:7]=[CH:6][C:5]([S:8]([N:11]([S:22]([C:25]2[CH:30]=[CH:29][C:28]([Br:31])=[C:27]([F:32])[CH:26]=2)(=[O:24])=[O:23])[C:12]2[CH:17]=[C:16]([N+:18]([O-])=O)[CH:15]=[CH:14][C:13]=2[F:21])(=[O:10])=[O:9])=[CH:4][C:3]=1[F:33].O.O.[Sn](Cl)Cl.C(OCC)(=O)C. Product: [NH2:18][C:16]1[CH:15]=[CH:14][C:13]([F:21])=[C:12]([N:11]([S:22]([C:25]2[CH:30]=[CH:29][C:28]([Br:31])=[C:27]([F:32])[CH:26]=2)(=[O:24])=[O:23])[S:8]([C:5]2[CH:6]=[CH:7][C:2]([Br:1])=[C:3]([F:33])[CH:4]=2)(=[O:10])=[O:9])[CH:17]=1. The catalyst class is: 8. (4) The catalyst class is: 106. Reactant: [F:1][C:2]1[CH:7]=[CH:6][C:5]([N:8]2[CH:11]([C:12]3[CH:17]=[CH:16][C:15]([O:18][CH2:19][C:20]([O:22]C(C)(C)C)=[O:21])=[CH:14][CH:13]=3)[CH:10]([CH2:27][CH2:28][S:29][C:30]3[CH:35]=[CH:34][C:33]([F:36])=[CH:32][CH:31]=3)[C:9]2=[O:37])=[CH:4][CH:3]=1. Product: [F:1][C:2]1[CH:7]=[CH:6][C:5]([N:8]2[CH:11]([C:12]3[CH:13]=[CH:14][C:15]([O:18][CH2:19][C:20]([OH:22])=[O:21])=[CH:16][CH:17]=3)[CH:10]([CH2:27][CH2:28][S:29][C:30]3[CH:31]=[CH:32][C:33]([F:36])=[CH:34][CH:35]=3)[C:9]2=[O:37])=[CH:4][CH:3]=1.